From a dataset of Reaction yield outcomes from USPTO patents with 853,638 reactions. Predict the reaction yield, written as a fraction of the theoretical maximum amount of product (1.0 means a 100% yield; for example, 0.34 means a 34% yield). The product is [Cl:3][CH2:16][C:14]1[O:13][N:12]=[C:11]([C:5]2[CH:10]=[CH:9][CH:8]=[CH:7][CH:6]=2)[CH:15]=1. The yield is 0.860. The reactants are S(Cl)([Cl:3])=O.[C:5]1([C:11]2[CH:15]=[C:14]([CH2:16]O)[O:13][N:12]=2)[CH:10]=[CH:9][CH:8]=[CH:7][CH:6]=1.O. The catalyst is C1(C)C=CC=CC=1.